This data is from Full USPTO retrosynthesis dataset with 1.9M reactions from patents (1976-2016). The task is: Predict the reactants needed to synthesize the given product. (1) Given the product [CH2:23]([C:27]1[N:28]([CH2:42][C:43]2[CH:48]=[CH:47][C:46]([C:49]3[CH:54]=[CH:53][CH:52]=[CH:51][C:50]=3[C:55]#[N:56])=[CH:45][CH:44]=2)[C:29]([C:39]([NH2:4])=[O:40])=[C:30]([C:32]2[CH:33]=[CH:34][C:35]([F:38])=[CH:36][CH:37]=2)[N:31]=1)[CH2:24][CH2:25][CH3:26], predict the reactants needed to synthesize it. The reactants are: Cl.C([N:4]=C=NCCCN(C)C)C.ON1C2C=CC=CC=2N=N1.[CH2:23]([C:27]1[N:28]([CH2:42][C:43]2[CH:48]=[CH:47][C:46]([C:49]3[CH:54]=[CH:53][CH:52]=[CH:51][C:50]=3[C:55]#[N:56])=[CH:45][CH:44]=2)[C:29]([C:39](O)=[O:40])=[C:30]([C:32]2[CH:37]=[CH:36][C:35]([F:38])=[CH:34][CH:33]=2)[N:31]=1)[CH2:24][CH2:25][CH3:26].O.N. (2) Given the product [F:39][C:38]([F:41])([F:40])[C:36]([O-:42])=[O:37].[C:1]([O:4][C:5]1[CH:10]=[CH:9][C:8]([NH:11][C:12]([C:14]2[CH:19]=[CH:18][C:17]([N:20]3[CH2:25][CH2:24][NH2+:23][CH2:22][CH2:21]3)=[CH:16][CH:15]=2)=[O:37])=[CH:7][CH:6]=1)(=[O:3])[CH3:2], predict the reactants needed to synthesize it. The reactants are: [C:1]([O:4][C:5]1[CH:10]=[CH:9][C:8]([NH:11][C:12]([C:14]2[CH:19]=[CH:18][C:17]([N:20]3[CH2:25][CH2:24][N:23](C(OC(C)(C)C)=O)[CH2:22][CH2:21]3)=[CH:16][CH:15]=2)=C)=[CH:7][CH:6]=1)(=[O:3])[CH3:2].C(Cl)Cl.[C:36]([OH:42])([C:38]([F:41])([F:40])[F:39])=[O:37]. (3) Given the product [CH3:20][N:16]1[CH:17]=[CH:18][N:19]=[C:15]1[C:2]1[CH2:7][CH2:6][N:5]([C:8]([O:10][C:11]([CH3:14])([CH3:13])[CH3:12])=[O:9])[CH2:4][CH:3]=1, predict the reactants needed to synthesize it. The reactants are: O[C:2]1([C:15]2[N:16]([CH3:20])[CH:17]=[CH:18][N:19]=2)[CH2:7][CH2:6][N:5]([C:8]([O:10][C:11]([CH3:14])([CH3:13])[CH3:12])=[O:9])[CH2:4][CH2:3]1.CS(Cl)(=O)=O. (4) Given the product [CH2:37]([O:44][C:45]1[C:50](=[O:51])[N:49]=[C:48]([CH2:52][C:53]2([C:58]3[CH:63]=[CH:62][C:61]([Cl:64])=[CH:60][CH:59]=3)[CH2:57][CH2:56][CH2:55][CH2:54]2)[N:47]2[CH2:69][CH2:68][NH:67][C:65](=[O:66])[C:46]=12)[C:38]1[CH:43]=[CH:42][CH:41]=[CH:40][CH:39]=1, predict the reactants needed to synthesize it. The reactants are: C(OC1C(=O)N=C(CC2(C3C4C(=CC=CC=4)C=CC=3)CCCC2)N2CCNC(=O)C=12)C1C=CC=CC=1.[CH2:37]([O:44][C:45]1[C:46]([C:65]([NH:67][CH2:68][CH2:69]O)=[O:66])=[N:47][C:48]([CH2:52][C:53]2([C:58]3[CH:63]=[CH:62][C:61]([Cl:64])=[CH:60][CH:59]=3)[CH2:57][CH2:56][CH2:55][CH2:54]2)=[N:49][C:50]=1[OH:51])[C:38]1[CH:43]=[CH:42][CH:41]=[CH:40][CH:39]=1. (5) Given the product [CH2:19]([N:21]([CH2:25][CH3:26])[C:22](=[O:23])[O:1][CH2:2][N:3]1[CH2:7][CH:6]([CH2:8][CH2:9][CH3:10])[CH2:5][C:4]1=[O:11])[CH3:20], predict the reactants needed to synthesize it. The reactants are: [OH:1][CH2:2][N:3]1[CH2:7][CH:6]([CH2:8][CH2:9][CH3:10])[CH2:5][C:4]1=[O:11].C(N(CC)CC)C.[CH2:19]([N:21]([CH2:25][CH3:26])[C:22](Cl)=[O:23])[CH3:20].O. (6) Given the product [Cl:7][C:8]1[CH:9]=[C:10]2[C:14](=[CH:15][CH:16]=1)[N:13]([S:50]([C:48]1[CH:47]=[CH:46][CH:45]=[C:44]3[C:49]=1[N:40]=[CH:41][CH:42]=[CH:43]3)(=[O:51])=[O:52])[C:12](=[O:17])[C:11]2([C:30]1[CH:35]=[CH:34][C:33]([O:36][CH3:37])=[CH:32][C:31]=1[O:38][CH3:39])[N:18]1[CH2:19][CH2:20][N:21]([C:24]2[CH:29]=[CH:28][N:27]=[CH:26][CH:25]=2)[CH2:22][CH2:23]1, predict the reactants needed to synthesize it. The reactants are: CC(C)([O-])C.[K+].[Cl:7][C:8]1[CH:9]=[C:10]2[C:14](=[CH:15][CH:16]=1)[NH:13][C:12](=[O:17])[C:11]2([C:30]1[CH:35]=[CH:34][C:33]([O:36][CH3:37])=[CH:32][C:31]=1[O:38][CH3:39])[N:18]1[CH2:23][CH2:22][N:21]([C:24]2[CH:29]=[CH:28][N:27]=[CH:26][CH:25]=2)[CH2:20][CH2:19]1.[N:40]1[C:49]2[C:44](=[CH:45][CH:46]=[CH:47][C:48]=2[S:50](Cl)(=[O:52])=[O:51])[CH:43]=[CH:42][CH:41]=1.O.